From a dataset of Reaction yield outcomes from USPTO patents with 853,638 reactions. Predict the reaction yield, written as a fraction of the theoretical maximum amount of product (1.0 means a 100% yield; for example, 0.34 means a 34% yield). (1) The reactants are Cl.[NH2:2][C@@H:3]1[C:9](=[O:10])[N:8]([CH2:11][C:12]2[C:21]3[C:16](=[CH:17][CH:18]=[CH:19][CH:20]=3)[CH:15]=[CH:14][C:13]=2[CH3:22])[C:7]2[CH:23]=[CH:24][C:25]([C:27]#[N:28])=[CH:26][C:6]=2[N:5]([C:29](=[O:35])[CH2:30][S:31]([CH3:34])(=[O:33])=[O:32])[C@H:4]1[CH3:36].[C:37]([O:41][C:42]([N:44]([CH3:51])[C@@H:45]([CH2:49][CH3:50])[C:46](O)=[O:47])=[O:43])([CH3:40])([CH3:39])[CH3:38].C(N(CC)C(C)C)(C)C.CN(C(ON1N=NC2C=CC=CC1=2)=[N+](C)C)C.F[P-](F)(F)(F)(F)F. The catalyst is CN(C=O)C. The product is [C:27]([C:25]1[CH:24]=[CH:23][C:7]2[N:8]([CH2:11][C:12]3[C:21]4[C:16](=[CH:17][CH:18]=[CH:19][CH:20]=4)[CH:15]=[CH:14][C:13]=3[CH3:22])[C:9](=[O:10])[C@@H:3]([NH:2][C:46](=[O:47])[C@@H:45]([N:44]([CH3:51])[C:42](=[O:43])[O:41][C:37]([CH3:38])([CH3:39])[CH3:40])[CH2:49][CH3:50])[C@H:4]([CH3:36])[N:5]([C:29](=[O:35])[CH2:30][S:31]([CH3:34])(=[O:33])=[O:32])[C:6]=2[CH:26]=1)#[N:28]. The yield is 0.900. (2) The catalyst is CO. The product is [F:1][C:2]1[CH:3]=[C:4]([CH:9]([OH:11])[CH3:10])[CH:5]=[C:6]([F:8])[CH:7]=1. The yield is 0.990. The reactants are [F:1][C:2]1[CH:3]=[C:4]([C:9](=[O:11])[CH3:10])[CH:5]=[C:6]([F:8])[CH:7]=1.[BH4-].[Na+]. (3) The reactants are [C:1]([C:3]1[CH:4]=[C:5](Br)[CH:6]=[C:7]([F:9])[CH:8]=1)#[N:2].[NH:11]1[C:19]2[C:14](=[CH:15][CH:16]=[CH:17][CH:18]=2)[C:13]2([CH:23](B(O)O)[CH2:22][CH2:21][CH2:20]2)[C:12]1=[O:27].C(=O)([O-])[O-].[Na+].[Na+].[OH-].[Na+]. The catalyst is COCCOC.O.C1C=CC([P]([Pd]([P](C2C=CC=CC=2)(C2C=CC=CC=2)C2C=CC=CC=2)([P](C2C=CC=CC=2)(C2C=CC=CC=2)C2C=CC=CC=2)[P](C2C=CC=CC=2)(C2C=CC=CC=2)C2C=CC=CC=2)(C2C=CC=CC=2)C2C=CC=CC=2)=CC=1. The product is [C:1]([C:3]1[CH:4]=[C:5]([C:16]2[CH:15]=[C:14]3[C:19](=[CH:18][CH:17]=2)[NH:11][C:12](=[O:27])[C:13]23[CH2:23][CH2:22][CH2:21][CH2:20]2)[CH:6]=[C:7]([F:9])[CH:8]=1)#[N:2]. The yield is 0.440.